The task is: Predict the product of the given reaction.. This data is from Forward reaction prediction with 1.9M reactions from USPTO patents (1976-2016). (1) Given the reactants I[C:2]1[S:6][CH:5]=[C:4]([CH:7]=[O:8])[CH:3]=1.[CH:9](/B(O)O)=[CH:10]\[C:11]1[CH:16]=[CH:15][CH:14]=[CH:13][CH:12]=1.ClC1C=CC(CC2C=C(C=O)SC=2)=CC=1, predict the reaction product. The product is: [CH:9](/[C:2]1[S:6][CH:5]=[C:4]([CH:7]=[O:8])[CH:3]=1)=[CH:10]\[C:11]1[CH:16]=[CH:15][CH:14]=[CH:13][CH:12]=1. (2) Given the reactants [CH2:1]([O:3][C:4](=[O:16])[C:5]([C:7]1[CH:12]=[CH:11][C:10]([N+:13]([O-])=O)=[CH:9][CH:8]=1)=[O:6])[CH3:2], predict the reaction product. The product is: [CH2:1]([O:3][C:4](=[O:16])[C:5]([C:7]1[CH:12]=[CH:11][C:10]([NH2:13])=[CH:9][CH:8]=1)=[O:6])[CH3:2].